Dataset: Forward reaction prediction with 1.9M reactions from USPTO patents (1976-2016). Task: Predict the product of the given reaction. (1) Given the reactants [Cl:1][C:2]1[N:7]=[C:6]([OH:8])[CH:5]=[CH:4][CH:3]=1.[CH3:9][O:10][C:11]1[CH:12]=[C:13]([CH2:19][CH2:20]O)[CH:14]=[CH:15][C:16]=1[O:17][CH3:18].C1(P(C2C=CC=CC=2)C2C=CC=CC=2)C=CC=CC=1.N(C(OCC)=O)=NC(OCC)=O, predict the reaction product. The product is: [Cl:1][C:2]1[CH:3]=[CH:4][CH:5]=[C:6]([O:8][CH2:20][CH2:19][C:13]2[CH:14]=[CH:15][C:16]([O:17][CH3:18])=[C:11]([O:10][CH3:9])[CH:12]=2)[N:7]=1. (2) Given the reactants [CH3:1][C:2]([C:4]1[CH:9]=[CH:8][C:7](Cl)=[CH:6][CH:5]=1)=[O:3].[C:11]1(B(O)O)[CH:16]=[CH:15][CH:14]=[CH:13][CH:12]=1.[F-].[Cs+].C1(C)C=CC=CC=1, predict the reaction product. The product is: [CH3:1][C:2]([C:4]1[CH:9]=[CH:8][C:7]([C:11]2[CH:16]=[CH:15][CH:14]=[CH:13][CH:12]=2)=[CH:6][CH:5]=1)=[O:3]. (3) Given the reactants [C:1]([O:4][CH2:5][CH2:6][CH2:7][C:8]1[CH:13]=[C:12]([Br:14])[CH:11]=[CH:10][C:9]=1[S:15](Cl)(=[O:17])=[O:16])(=[O:3])[CH3:2].[C:19]([NH2:23])([CH3:22])([CH3:21])[CH3:20], predict the reaction product. The product is: [C:1]([O:4][CH2:5][CH2:6][CH2:7][C:8]1[CH:13]=[C:12]([Br:14])[CH:11]=[CH:10][C:9]=1[S:15](=[O:17])(=[O:16])[NH:23][C:19]([CH3:22])([CH3:21])[CH3:20])(=[O:3])[CH3:2]. (4) Given the reactants [O:1]1[CH:5]=[CH:4][CH:3]=[C:2]1[C:6](Cl)=[O:7].[NH2:9][C:10]1[CH:15]=[CH:14][C:13]([C:16](=[O:23])[CH2:17][CH2:18][C:19]([O:21]C)=[O:20])=[CH:12][CH:11]=1, predict the reaction product. The product is: [O:1]1[CH:5]=[CH:4][CH:3]=[C:2]1[C:6]([NH:9][C:10]1[CH:11]=[CH:12][C:13]([C:16](=[O:23])[CH2:17][CH2:18][C:19]([OH:21])=[O:20])=[CH:14][CH:15]=1)=[O:7]. (5) The product is: [F:1][C:2]1[CH:3]=[C:4]2[C:12](=[CH:13][CH:14]=1)[NH:11][C:10]1[CH2:9][CH2:8][C@H:7]([NH2:15])[CH2:6][C:5]2=1. Given the reactants [F:1][C:2]1[CH:3]=[C:4]2[C:12](=[CH:13][CH:14]=1)[NH:11][C:10]1[CH2:9][CH2:8][C@H:7]([NH:15][C@@H](C3C=CC=CC=3)C)[CH2:6][C:5]2=1.CO.CC(O)=O, predict the reaction product. (6) Given the reactants [CH3:1][O:2][C:3]([C:5]1[C:6]([OH:23])=[C:7]2[C:12](=[CH:13][N:14]=1)[N:11]([CH2:15][CH:16]([CH2:19][CH3:20])[CH2:17][CH3:18])[C:10](=[O:21])[C:9](Br)=[CH:8]2)=[O:4].[C:24]1([Sn](CCCC)(CCCC)CCCC)[CH:29]=[CH:28][CH:27]=[CH:26][CH:25]=1.CCOC(C)=O.Cl, predict the reaction product. The product is: [CH3:1][O:2][C:3]([C:5]1[C:6]([OH:23])=[C:7]2[C:12](=[CH:13][N:14]=1)[N:11]([CH2:15][CH:16]([CH2:19][CH3:20])[CH2:17][CH3:18])[C:10](=[O:21])[C:9]([C:24]1[CH:29]=[CH:28][CH:27]=[CH:26][CH:25]=1)=[CH:8]2)=[O:4]. (7) Given the reactants [CH3:1][N:2]([CH3:48])[CH2:3][C:4]([N:6]1[C:14]2[C:9](=[CH:10][C:11]([O:46][CH3:47])=[C:12]([NH:15][C:16]3[N:29]4[C:20](=[N:21][C:22]5[C:27]([C:28]4=[O:30])=[C:26]([F:31])[C:25]([F:32])=[CH:24][CH:23]=5)[C:19]4[CH:33]=[CH:34][N:35]([S:36]([C:39]5[CH:44]=[CH:43][C:42]([CH3:45])=[CH:41][CH:40]=5)(=[O:38])=[O:37])[C:18]=4[N:17]=3)[CH:13]=2)[CH2:8][CH2:7]1)=[O:5].[OH-].[NH4+:50], predict the reaction product. The product is: [CH3:1][N:2]([CH3:48])[CH2:3][C:4]([N:6]1[C:14]2[C:9](=[CH:10][C:11]([O:46][CH3:47])=[C:12]([NH:15][C:16]3[N:29]=[C:20]([NH:21][C:22]4[C:27]([C:28]([NH2:50])=[O:30])=[C:26]([F:31])[C:25]([F:32])=[CH:24][CH:23]=4)[C:19]4[CH:33]=[CH:34][N:35]([S:36]([C:39]5[CH:44]=[CH:43][C:42]([CH3:45])=[CH:41][CH:40]=5)(=[O:38])=[O:37])[C:18]=4[N:17]=3)[CH:13]=2)[CH2:8][CH2:7]1)=[O:5].